From a dataset of NCI-60 drug combinations with 297,098 pairs across 59 cell lines. Regression. Given two drug SMILES strings and cell line genomic features, predict the synergy score measuring deviation from expected non-interaction effect. Drug 1: CN(C)N=NC1=C(NC=N1)C(=O)N. Drug 2: C1=NC2=C(N1)C(=S)N=CN2. Cell line: SF-295. Synergy scores: CSS=15.6, Synergy_ZIP=-10.7, Synergy_Bliss=-13.5, Synergy_Loewe=-13.2, Synergy_HSA=-12.0.